From a dataset of Forward reaction prediction with 1.9M reactions from USPTO patents (1976-2016). Predict the product of the given reaction. (1) The product is: [C:17]1([NH:1][C:2]2[C:6]3[C:7](=[O:11])[NH:8][CH:9]=[CH:10][C:5]=3[NH:4][N:3]=2)[CH:22]=[CH:21][CH:20]=[CH:19][CH:18]=1. Given the reactants [NH2:1][C:2]1[C:6]2[C:7]([OH:11])=[N:8][CH:9]=[CH:10][C:5]=2[NH:4][N:3]=1.C(P(C(C)(C)C)[C:17]1[C:22](C)=[C:21](C)[C:20](C)=[C:19](C)[C:18]=1[C:17]1[C:22](C(C)C)=[CH:21][C:20](C(C)C)=[CH:19][C:18]=1C(C)C)(C)(C)C.[O-]P([O-])([O-])=O.[K+].[K+].[K+].BrC1C=CC=CC=1, predict the reaction product. (2) Given the reactants N1C=CC=CC=1.F.[CH3:8][O:9][C:10](=[O:47])[CH2:11][S:12][CH2:13][CH2:14][CH2:15][S:16][C@H:17]1[C:21](=[O:22])[CH2:20][C@@H:19]([O:23][Si](C(C)(C)C)(C)C)[C@@H:18]1/[CH:31]=[CH:32]/[C@@H:33]([O:39][Si](C(C)(C)C)(C)C)[CH2:34][CH2:35][CH2:36][CH2:37][CH3:38], predict the reaction product. The product is: [CH3:8][O:9][C:10](=[O:47])[CH2:11][S:12][CH2:13][CH2:14][CH2:15][S:16][C@H:17]1[C:21](=[O:22])[CH2:20][C@@H:19]([OH:23])[C@@H:18]1/[CH:31]=[CH:32]/[C@@H:33]([OH:39])[CH2:34][CH2:35][CH2:36][CH2:37][CH3:38]. (3) Given the reactants ClC1SC(C2OC(=O)C(C)(C)N=2)=CC=1.C1(C)C=CC=CC=1.CN1CC[N:26]([C:29]2[CH:35]=CC(N)=[CH:31][CH:30]=2)CC1.[CH3:36][CH2:37][N:38]([CH:42]([CH3:44])[CH3:43])[CH:39]([CH3:41])[CH3:40], predict the reaction product. The product is: [CH3:40][CH:39]1[CH2:41][CH2:43][CH:42]([CH3:44])[N:38]1[C:37]1[CH:31]=[CH:30][C:29]([NH2:26])=[CH:35][CH:36]=1.